This data is from Full USPTO retrosynthesis dataset with 1.9M reactions from patents (1976-2016). The task is: Predict the reactants needed to synthesize the given product. (1) Given the product [OH:31][C:29]([CH3:32])([CH3:30])[CH2:28][N:16]1[C:17]2[C:26]3[N:25]=[CH:24][CH:23]=[CH:22][C:21]=3[N:20]=[CH:19][C:18]=2[N:27]=[C:15]1[CH2:14][N:5]1[C:1](=[O:11])[C:2]2[C:3](=[CH:7][CH:8]=[CH:9][CH:10]=2)[C:4]1=[O:6], predict the reactants needed to synthesize it. The reactants are: [C:1]1(=[O:11])[NH:5][C:4](=[O:6])[C:3]2=[CH:7][CH:8]=[CH:9][CH:10]=[C:2]12.[K].Cl[CH2:14][C:15]1[N:16]([CH2:28][C:29]([CH3:32])([OH:31])[CH3:30])[C:17]2[C:26]3[N:25]=[CH:24][CH:23]=[CH:22][C:21]=3[N:20]=[CH:19][C:18]=2[N:27]=1.O. (2) The reactants are: C(N[C:6]([N:8]1[CH2:13]CC[C@@H](CNC2C(F)=CN=C(C3C4C(=NC=C(Cl)C=4)NC=3)N=2)[CH2:9]1)=[O:7])(C)(C)C.[NH2:33][C@@H:34]1[CH2:39][CH2:38][CH2:37][CH2:36][C@H:35]1[CH2:40][NH:41][C:42]1[C:47]([F:48])=[CH:46][N:45]=[C:44]([C:49]2[C:57]3[C:52](=[N:53][CH:54]=[C:55]([Cl:58])[CH:56]=3)[N:51](S(C3C=CC(C)=CC=3)(=O)=O)[CH:50]=2)[N:43]=1.[Cl-]. Given the product [Cl:58][C:55]1[CH:56]=[C:57]2[C:49]([C:44]3[N:43]=[C:42]([NH:41][CH2:40][C@@H:35]4[CH2:36][CH2:37][CH2:38][CH2:39][C@H:34]4[NH:33][C:6](=[O:7])[N:8]([CH3:13])[CH3:9])[C:47]([F:48])=[CH:46][N:45]=3)=[CH:50][NH:51][C:52]2=[N:53][CH:54]=1, predict the reactants needed to synthesize it. (3) Given the product [O:33]1[CH2:34][CH2:35][N:30]([C:2]2[CH:29]=[CH:28][C:5]3[N:6]([CH2:9][C:10]4[CH:27]=[CH:26][C:13]5[N:14]=[C:15]([NH:17][C@@H:18]6[CH2:23][CH2:22][CH2:21][C@@H:20]([OH:24])[C@H:19]6[OH:25])[S:16][C:12]=5[CH:11]=4)[CH:7]=[N:8][C:4]=3[CH:3]=2)[CH2:31][CH2:32]1, predict the reactants needed to synthesize it. The reactants are: I[C:2]1[CH:29]=[CH:28][C:5]2[N:6]([CH2:9][C:10]3[CH:27]=[CH:26][C:13]4[N:14]=[C:15]([NH:17][C@@H:18]5[CH2:23][CH2:22][CH2:21][C@@H:20]([OH:24])[C@H:19]5[OH:25])[S:16][C:12]=4[CH:11]=3)[CH:7]=[N:8][C:4]=2[CH:3]=1.[NH:30]1[CH2:35][CH2:34][O:33][CH2:32][CH2:31]1.N1CCC[C@H]1C(O)=O.C([O-])([O-])=O.[K+].[K+].